Task: Regression. Given a peptide amino acid sequence and an MHC pseudo amino acid sequence, predict their binding affinity value. This is MHC class II binding data.. Dataset: Peptide-MHC class II binding affinity with 134,281 pairs from IEDB (1) The peptide sequence is RVLDTVEKWLACGVD. The MHC is HLA-DQA10201-DQB10303 with pseudo-sequence HLA-DQA10201-DQB10303. The binding affinity (normalized) is 0.313. (2) The peptide sequence is YDKFLANVSTVLQGK. The MHC is DRB1_1101 with pseudo-sequence DRB1_1101. The binding affinity (normalized) is 0.651. (3) The peptide sequence is TVFGSAFQGLFGGLNKK. The MHC is HLA-DQA10303-DQB10402 with pseudo-sequence HLA-DQA10303-DQB10402. The binding affinity (normalized) is 0.356. (4) The peptide sequence is IAFFRKEPLKECGGI. The binding affinity (normalized) is 0.113. The MHC is HLA-DPA10201-DPB11401 with pseudo-sequence HLA-DPA10201-DPB11401. (5) The peptide sequence is SAALGPLIEGNTSLL. The MHC is HLA-DQA10201-DQB10301 with pseudo-sequence HLA-DQA10201-DQB10301. The binding affinity (normalized) is 0.517. (6) The binding affinity (normalized) is 0.413. The MHC is DRB3_0101 with pseudo-sequence DRB3_0101. The peptide sequence is ANAIFKLTYQNKVVKVQ. (7) The peptide sequence is MVGTILEMLGHRLDD. The MHC is DRB1_0101 with pseudo-sequence DRB1_0101. The binding affinity (normalized) is 0.805. (8) The peptide sequence is QLVPKLDEVYNAAYN. The MHC is HLA-DQA10101-DQB10501 with pseudo-sequence HLA-DQA10101-DQB10501. The binding affinity (normalized) is 0.0641.